This data is from Catalyst prediction with 721,799 reactions and 888 catalyst types from USPTO. The task is: Predict which catalyst facilitates the given reaction. (1) Reactant: [F:1][C:2]1[CH:7]=[CH:6][C:5]([B:8]2[O:12][C:11]([CH3:14])([CH3:13])[C:10]([CH3:16])([CH3:15])[O:9]2)=[CH:4][C:3]=1[OH:17].Br[CH2:19][CH:20]1[CH2:24][CH2:23][CH2:22][O:21]1.C([O-])([O-])=O.[K+].[K+]. Product: [F:1][C:2]1[CH:7]=[CH:6][C:5]([B:8]2[O:12][C:11]([CH3:13])([CH3:14])[C:10]([CH3:16])([CH3:15])[O:9]2)=[CH:4][C:3]=1[O:17][CH2:19][CH:20]1[CH2:24][CH2:23][CH2:22][O:21]1. The catalyst class is: 23. (2) Reactant: [Cl:1][CH2:2][CH2:3][CH2:4][CH2:5][C:6]#[N:7].[NH2:8][C:9]([NH2:11])=[S:10]. Product: [ClH:1].[C:6]([CH2:5][CH2:4][CH2:3][CH2:2][S:10][C:9](=[NH:8])[NH2:11])#[N:7]. The catalyst class is: 6. (3) Reactant: F[C:2]1[N:7]=[CH:6][C:5]([O:8][C:9]2[CH:14]=[CH:13][C:12]([CH2:15][CH2:16][CH:17]([NH:19][C:20](=[O:22])[CH3:21])[CH3:18])=[CH:11][CH:10]=2)=[CH:4][CH:3]=1.[H-].[Na+].[CH:25]1([CH2:28][OH:29])[CH2:27][CH2:26]1.C(OCC)(=O)C. Product: [CH:25]1([CH2:28][O:29][C:2]2[N:7]=[CH:6][C:5]([O:8][C:9]3[CH:14]=[CH:13][C:12]([CH2:15][CH2:16][CH:17]([NH:19][C:20](=[O:22])[CH3:21])[CH3:18])=[CH:11][CH:10]=3)=[CH:4][CH:3]=2)[CH2:27][CH2:26]1. The catalyst class is: 179. (4) Reactant: [NH2:1][C:2]1[CH:3]=[CH:4][C:5]2[CH2:11][CH2:10][CH2:9][C:8]([C:12](OC)=[O:13])=[C:7]([CH3:16])[C:6]=2[CH:17]=1.[H-].[H-].[H-].[H-].[Li+].[Al+3]. Product: [NH2:1][C:2]1[CH:3]=[CH:4][C:5]2[CH2:11][CH2:10][CH2:9][C:8]([CH2:12][OH:13])=[C:7]([CH3:16])[C:6]=2[CH:17]=1. The catalyst class is: 1. (5) Reactant: [NH2:1][C:2]1[CH:28]=[CH:27][C:5]([CH2:6][C@@H:7]2[CH2:11][CH2:10][C@H:9]([C@H:12]([OH:19])[C:13]3[CH:18]=[CH:17][CH:16]=[CH:15][CH:14]=3)[N:8]2[C:20]([O:22][C:23]([CH3:26])([CH3:25])[CH3:24])=[O:21])=[CH:4][C:3]=1[Br:29].[NH2:30][C:31]1[S:32][CH:33]=[C:34]([CH2:36][C:37](O)=[O:38])[N:35]=1.C1C=CC2N(O)N=NC=2C=1.CCN(C(C)C)C(C)C. Product: [NH2:30][C:31]1[S:32][CH:33]=[C:34]([CH2:36][C:37]([NH:1][C:2]2[CH:28]=[CH:27][C:5]([CH2:6][C@@H:7]3[CH2:11][CH2:10][C@H:9]([C@H:12]([OH:19])[C:13]4[CH:18]=[CH:17][CH:16]=[CH:15][CH:14]=4)[N:8]3[C:20]([O:22][C:23]([CH3:24])([CH3:25])[CH3:26])=[O:21])=[CH:4][C:3]=2[Br:29])=[O:38])[N:35]=1. The catalyst class is: 607.